This data is from Forward reaction prediction with 1.9M reactions from USPTO patents (1976-2016). The task is: Predict the product of the given reaction. (1) Given the reactants Br[C:2]1[CH:3]=[C:4]([CH:9]2[CH2:14][C:13]([CH3:28])([S:15]([C:18]3[CH:23]=[CH:22][CH:21]=[C:20]([C:24]([F:27])([F:26])[F:25])[CH:19]=3)(=[O:17])=[O:16])[CH2:12][CH2:11][O:10]2)[CH:5]=[CH:6][C:7]=1[F:8].[C:29]([Cu])#[N:30], predict the reaction product. The product is: [F:8][C:7]1[CH:6]=[CH:5][C:4]([CH:9]2[CH2:14][C:13]([CH3:28])([S:15]([C:18]3[CH:23]=[CH:22][CH:21]=[C:20]([C:24]([F:27])([F:25])[F:26])[CH:19]=3)(=[O:17])=[O:16])[CH2:12][CH2:11][O:10]2)=[CH:3][C:2]=1[C:29]#[N:30]. (2) Given the reactants [CH3:1][CH:2]1[CH2:13][C:12]2[C:4](=[CH:5][C:6]3[CH2:7][CH2:8][CH2:9][C:10]=3[CH:11]=2)[C:3]1=[O:14].[Cl-].[Cl-].[Cl-].[Al+3].[Br:19]Br, predict the reaction product. The product is: [Br:19][C:11]1[C:10]2[CH2:9][CH2:8][CH2:7][C:6]=2[CH:5]=[C:4]2[C:12]=1[CH2:13][CH:2]([CH3:1])[C:3]2=[O:14]. (3) Given the reactants [C:1]([O:8][CH3:9])(=[O:7])[CH2:2][C:3]([O:5][CH3:6])=[O:4].I[CH2:11][CH2:12][C@H:13]([O:19][Si:20]([CH2:25][CH3:26])([CH2:23][CH3:24])[CH2:21][CH3:22])[C:14]([O:16][CH2:17][CH3:18])=[O:15].[H-].[Na+], predict the reaction product. The product is: [CH2:23]([Si:20]([CH2:21][CH3:22])([CH2:25][CH3:26])[O:19][C@H:13]([C:14]([O:16][CH2:17][CH3:18])=[O:15])[CH2:12][CH2:11][CH:2]([C:1]([O:8][CH3:9])=[O:7])[C:3]([O:5][CH3:6])=[O:4])[CH3:24]. (4) The product is: [NH2:2][C:3]1[N:11]=[CH:10][C:9]([Br:12])=[CH:8][C:4]=1[C:5]([NH2:17])=[O:6]. Given the reactants Br.[NH2:2][C:3]1[N:11]=[CH:10][C:9]([Br:12])=[CH:8][C:4]=1[C:5](O)=[O:6].[Cl-].[NH4+].CC[N:17](CC)CC.C(P(C#N)(CC)=O)C, predict the reaction product. (5) The product is: [CH2:24]([NH:31]/[C:3](/[NH:13][C:14]1[CH:19]=[CH:18][CH:17]=[C:16]([C:20]([F:23])([F:22])[F:21])[CH:15]=1)=[CH:4]\[C:5]([C:7]1[CH:12]=[CH:11][CH:10]=[CH:9][CH:8]=1)=[O:6])[C:25]1[CH:30]=[CH:29][CH:28]=[CH:27][CH:26]=1. Given the reactants CS/[C:3](/[NH:13][C:14]1[CH:19]=[CH:18][CH:17]=[C:16]([C:20]([F:23])([F:22])[F:21])[CH:15]=1)=[CH:4]\[C:5]([C:7]1[CH:12]=[CH:11][CH:10]=[CH:9][CH:8]=1)=[O:6].[CH2:24]([NH2:31])[C:25]1[CH:30]=[CH:29][CH:28]=[CH:27][CH:26]=1, predict the reaction product. (6) Given the reactants C([O-])([O-])=O.[Cs+].[Cs+].[CH:7]1([C@H:11]([NH:13][C:14]2[N:22]=[C:21]([C:23]#[N:24])[N:20]=[C:19]3[C:15]=2[N:16]([CH2:35][C:36]2[CH:41]=[CH:40][C:39]([C:42]([F:45])([F:44])[F:43])=[CH:38][CH:37]=2)[C:17]([NH:25][C@H:26]([C:28]2[CH:33]=[CH:32][CH:31]=[C:30]([F:34])[CH:29]=2)[CH3:27])=[N:18]3)[CH3:12])[CH2:10][CH2:9][CH2:8]1.[CH2:46](Br)[CH:47]=[CH2:48], predict the reaction product. The product is: [CH2:48]([N:13]([C@@H:11]([CH:7]1[CH2:10][CH2:9][CH2:8]1)[CH3:12])[C:14]1[N:22]=[C:21]([C:23]#[N:24])[N:20]=[C:19]2[C:15]=1[N:16]([CH2:35][C:36]1[CH:41]=[CH:40][C:39]([C:42]([F:43])([F:44])[F:45])=[CH:38][CH:37]=1)[C:17]([NH:25][C@H:26]([C:28]1[CH:33]=[CH:32][CH:31]=[C:30]([F:34])[CH:29]=1)[CH3:27])=[N:18]2)[CH:47]=[CH2:46].[CH2:48]([N:25]([C@H:26]([C:28]1[CH:33]=[CH:32][CH:31]=[C:30]([F:34])[CH:29]=1)[CH3:27])[C:17]1[N:16]([CH2:35][C:36]2[CH:41]=[CH:40][C:39]([C:42]([F:43])([F:44])[F:45])=[CH:38][CH:37]=2)[C:15]2[C:19](=[N:20][C:21]([C:23]#[N:24])=[N:22][C:14]=2[NH:13][C@@H:11]([CH:7]2[CH2:10][CH2:9][CH2:8]2)[CH3:12])[N:18]=1)[CH:47]=[CH2:46]. (7) Given the reactants [Cl:1][C:2]1[CH:3]=[C:4]([NH:9][C:10]([N:12]2[CH2:17][CH2:16][N:15]([CH2:18][C@@H:19]3[CH2:24][CH2:23][CH2:22][NH:21][CH2:20]3)[CH2:14][CH2:13]2)=[O:11])[CH:5]=[CH:6][C:7]=1[Cl:8].C(N(CC)C(C)C)(C)C.[C:34]([O:41][CH3:42])(=[O:40])[CH2:35][CH2:36][C:37]([O-])=[O:38].F[P-](F)(F)(F)(F)F.N1(OC(N(C)C)=[N+](C)C)C2N=CC=CC=2N=N1, predict the reaction product. The product is: [Cl:1][C:2]1[CH:3]=[C:4]([NH:9][C:10]([N:12]2[CH2:17][CH2:16][N:15]([CH2:18][C@@H:19]3[CH2:24][CH2:23][CH2:22][N:21]([C:37](=[O:38])[CH2:36][CH2:35][C:34]([O:41][CH3:42])=[O:40])[CH2:20]3)[CH2:14][CH2:13]2)=[O:11])[CH:5]=[CH:6][C:7]=1[Cl:8]. (8) Given the reactants [C:1]([C:5]1[CH:31]=[C:8]2[N:9]=[C:10]([CH3:30])[C:11]([CH:22]([CH2:27][CH2:28][CH3:29])[C:23]([O:25]C)=[O:24])=[C:12]([C:13]3[CH:18]=[CH:17][C:16]([Cl:19])=[CH:15][C:14]=3[O:20][CH3:21])[N:7]2[N:6]=1)([CH3:4])([CH3:3])[CH3:2].[OH-].[Na+], predict the reaction product. The product is: [C:1]([C:5]1[CH:31]=[C:8]2[N:9]=[C:10]([CH3:30])[C:11]([CH:22]([CH2:27][CH2:28][CH3:29])[C:23]([OH:25])=[O:24])=[C:12]([C:13]3[CH:18]=[CH:17][C:16]([Cl:19])=[CH:15][C:14]=3[O:20][CH3:21])[N:7]2[N:6]=1)([CH3:3])([CH3:4])[CH3:2]. (9) Given the reactants C(N(CC)CC)C.F[C:9]1[CH:14]=[CH:13][CH:12]=[CH:11][C:10]=1[N+:15]([O-:17])=[O:16].[CH3:18][CH:19]([NH2:26])[C:20]1[CH:25]=[CH:24][CH:23]=[CH:22][CH:21]=1, predict the reaction product. The product is: [N+:15]([C:10]1[CH:11]=[CH:12][CH:13]=[CH:14][C:9]=1[NH:26][CH:19]([C:20]1[CH:25]=[CH:24][CH:23]=[CH:22][CH:21]=1)[CH3:18])([O-:17])=[O:16].